Dataset: CYP2D6 substrate classification data from Carbon-Mangels et al.. Task: Regression/Classification. Given a drug SMILES string, predict its absorption, distribution, metabolism, or excretion properties. Task type varies by dataset: regression for continuous measurements (e.g., permeability, clearance, half-life) or binary classification for categorical outcomes (e.g., BBB penetration, CYP inhibition). Dataset: cyp2d6_substrate_carbonmangels. (1) The molecule is CCOC(=O)Nc1ccc2c(c1)N(C(=O)CCN1CCOCC1)c1ccccc1S2. The result is 0 (non-substrate). (2) The molecule is Clc1ccc(CO/N=C(\Cn2ccnc2)c2ccc(Cl)cc2Cl)c(Cl)c1. The result is 0 (non-substrate). (3) The compound is Clc1ccccc1CN1CCc2sccc2C1. The result is 0 (non-substrate). (4) The result is 1 (substrate). The molecule is CCCN1CCCC[C@H]1C(=O)Nc1c(C)cccc1C. (5) The molecule is Cc1cnc(C(=O)NCCc2ccc(S(=O)(=O)NC(=O)NC3CCCCC3)cc2)cn1. The result is 0 (non-substrate). (6) The drug is NC1=NC[C@@H]2c3ccccc3Cc3ccccc3N12. The result is 1 (substrate). (7) The compound is O=[N+]([O-])O[C@H]1CO[C@H]2[C@@H]1OC[C@H]2O[N+](=O)[O-]. The result is 0 (non-substrate). (8) The compound is CCOC(=O)C1(c2ccccc2)CCN(C)CC1. The result is 1 (substrate). (9) The molecule is NC(=O)N1c2ccccc2C=Cc2ccccc21. The result is 1 (substrate). (10) The molecule is CC(C)NC[C@H](O)COc1cccc2ccccc12. The result is 1 (substrate).